This data is from Forward reaction prediction with 1.9M reactions from USPTO patents (1976-2016). The task is: Predict the product of the given reaction. (1) Given the reactants [Cl:1][C:2]1[CH:7]=[CH:6][C:5]([CH:8]2[CH:12]([C:13]3[CH:18]=[CH:17][C:16]([Cl:19])=[CH:15][CH:14]=3)[N:11]([C:20](Cl)=[O:21])[C:10]([C:23]3[C:24]([O:31][CH2:32][CH3:33])=[N:25][C:26]([S:29][CH3:30])=[N:27][CH:28]=3)=[N:9]2)=[CH:4][CH:3]=1.[CH3:34][N:35]([CH3:45])[C:36](=[O:44])[CH2:37][N:38]1[CH2:43][CH2:42][NH:41][CH2:40][CH2:39]1, predict the reaction product. The product is: [Cl:1][C:2]1[CH:3]=[CH:4][C:5]([C@H:8]2[C@@H:12]([C:13]3[CH:18]=[CH:17][C:16]([Cl:19])=[CH:15][CH:14]=3)[N:11]([C:20]([N:41]3[CH2:40][CH2:39][N:38]([CH2:37][C:36]([N:35]([CH3:45])[CH3:34])=[O:44])[CH2:43][CH2:42]3)=[O:21])[C:10]([C:23]3[C:24]([O:31][CH2:32][CH3:33])=[N:25][C:26]([S:29][CH3:30])=[N:27][CH:28]=3)=[N:9]2)=[CH:6][CH:7]=1. (2) Given the reactants [F:1][C:2]1[C:3]([O:11][CH2:12][C:13]([F:16])([F:15])[F:14])=[N:4][CH:5]=[C:6]([CH:10]=1)[C:7]([OH:9])=[O:8].[CH3:17]CCCCCCCCCCCN, predict the reaction product. The product is: [F:1][C:2]1[C:3]([O:11][CH2:12][C:13]([F:15])([F:16])[F:14])=[N:4][CH:5]=[C:6]([CH:10]=1)[C:7]([O:9][CH3:17])=[O:8]. (3) Given the reactants [F:1][C:2]([F:12])([F:11])[C:3]1[N:8]=[CH:7][C:6]([CH2:9]O)=[CH:5][CH:4]=1.[Cl:13][C:14]1[CH:19]=[CH:18][C:17]([S:20]([NH:23][C@H:24]([C:27]2[CH:32]=[CH:31][CH:30]=[CH:29][CH:28]=2)[CH2:25][CH3:26])(=[O:22])=[O:21])=[CH:16][CH:15]=1.C1C=CC(P(C2C=CC=CC=2)C2C=CC=CC=2)=CC=1.CC(OC(/N=N/C(OC(C)C)=O)=O)C, predict the reaction product. The product is: [Cl:13][C:14]1[CH:19]=[CH:18][C:17]([S:20]([N:23]([C@H:24]([C:27]2[CH:28]=[CH:29][CH:30]=[CH:31][CH:32]=2)[CH2:25][CH3:26])[CH2:9][C:6]2[CH:7]=[N:8][C:3]([C:2]([F:12])([F:11])[F:1])=[CH:4][CH:5]=2)(=[O:22])=[O:21])=[CH:16][CH:15]=1. (4) Given the reactants [Br:1][C:2]1[CH:7]=[CH:6][CH:5]=[CH:4][C:3]=1[C:8]1[N:12]([CH2:13][CH:14]([CH3:16])[CH3:15])[CH:11]=[N:10][C:9]=1[C:17]([OH:19])=O.C(Cl)(=O)C(Cl)=O.[NH3:26], predict the reaction product. The product is: [Br:1][C:2]1[CH:7]=[CH:6][CH:5]=[CH:4][C:3]=1[C:8]1[N:12]([CH2:13][CH:14]([CH3:15])[CH3:16])[CH:11]=[N:10][C:9]=1[C:17]([NH2:26])=[O:19]. (5) Given the reactants [CH2:1]([O:3][C:4](=[O:33])[C:5]1[CH:10]=[C:9]([C:11]#[N:12])[C:8]([N:13]2[CH2:18][CH2:17][CH:16]([C:19]([NH:21][S:22]([CH2:25][C:26]3[CH:31]=[CH:30][CH:29]=[CH:28][CH:27]=3)(=[O:24])=[O:23])=[O:20])[CH2:15][CH2:14]2)=[N:7][C:6]=1[CH3:32])[CH3:2].[H-].[Na+].[C:36](O)(=O)C.CO, predict the reaction product. The product is: [CH2:1]([O:3][C:4](=[O:33])[C:5]1[CH:10]=[C:9]([C:11]#[N:12])[C:8]([N:13]2[CH2:14][CH2:15][CH:16]([C:19]([NH:21][S:22]([CH2:25][C:26]3[CH:31]=[CH:30][CH:29]=[CH:28][CH:27]=3)(=[O:23])=[O:24])=[O:20])[CH2:17][CH2:18]2)=[N:7][C:6]=1[CH3:32])[CH2:2][CH3:36]. (6) Given the reactants Br[C:2]1[N:10]2[C:5]([N:6]=[N:7][C:8]3[C:14]([O:15][CH3:16])=[CH:13][C:12]([C:17]([F:20])([F:19])[F:18])=[CH:11][C:9]=32)=[C:4]([CH3:21])[N:3]=1.[CH3:22][C:23]1[C:27](B(O)O)=[C:26]([CH3:31])[O:25][N:24]=1.C(=O)([O-])[O-].[Na+].[Na+], predict the reaction product. The product is: [CH3:16][O:15][C:14]1[C:8]2[N:7]=[N:6][C:5]3=[C:4]([CH3:21])[N:3]=[C:2]([C:27]4[C:23]([CH3:22])=[N:24][O:25][C:26]=4[CH3:31])[N:10]3[C:9]=2[CH:11]=[C:12]([C:17]([F:20])([F:19])[F:18])[CH:13]=1. (7) The product is: [CH:3]1([NH:9][C:10]2[C:14]3([CH2:15][CH2:16][N:17]([CH2:53][C:52]4[CH:55]=[CH:56][CH:57]=[C:50]([I:49])[CH:51]=4)[CH2:18][CH2:19]3)[N:13]([CH2:20][CH2:21][CH2:22][CH:23]=[CH2:24])[C:12](=[O:25])[N:11]=2)[CH2:4][CH2:5][CH2:6][CH2:7][CH2:8]1. Given the reactants Cl.Cl.[CH:3]1([NH:9][C:10]2[C:14]3([CH2:19][CH2:18][NH:17][CH2:16][CH2:15]3)[N:13]([CH2:20][CH2:21][CH2:22][CH:23]=[CH2:24])[C:12](=[O:25])[N:11]=2)[CH2:8][CH2:7][CH2:6][CH2:5][CH2:4]1.CCN(C(C)C)C(C)C.C(O[BH-](OC(=O)C)OC(=O)C)(=O)C.[Na+].[I:49][C:50]1[CH:51]=[C:52]([CH:55]=[CH:56][CH:57]=1)[CH:53]=O, predict the reaction product.